This data is from Reaction yield outcomes from USPTO patents with 853,638 reactions. The task is: Predict the reaction yield, written as a fraction of the theoretical maximum amount of product (1.0 means a 100% yield; for example, 0.34 means a 34% yield). (1) The reactants are Cl.O1CCOCC1.C(OC([NH:15][CH2:16][C@H:17]([C:21]1[CH:26]=[CH:25][C:24]([Cl:27])=[CH:23][CH:22]=1)[C:18]([OH:20])=[O:19])=O)(C)(C)C.O1CCOCC1. The catalyst is C(Cl)Cl. The product is [ClH:27].[NH2:15][CH2:16][C@H:17]([C:21]1[CH:22]=[CH:23][C:24]([Cl:27])=[CH:25][CH:26]=1)[C:18]([OH:20])=[O:19]. The yield is 0.768. (2) The reactants are Br[C:2]1[CH:10]=[C:9]2[C:5]([CH:6]=[CH:7][NH:8]2)=[CH:4][CH:3]=1.[CH3:11][O:12][C:13]([C:15]1[CH:16]=[C:17](B(O)O)[CH:18]=[CH:19][CH:20]=1)=[O:14].COCCOC. The catalyst is C(=O)([O-])[O-].[Na+].[Na+].[Cl-].[Na+].O. The product is [NH:8]1[C:9]2[C:5](=[CH:4][CH:3]=[C:2]([C:19]3[CH:20]=[C:15]([CH:16]=[CH:17][CH:18]=3)[C:13]([O:12][CH3:11])=[O:14])[CH:10]=2)[CH:6]=[CH:7]1. The yield is 0.500.